From a dataset of Acute oral toxicity (LD50) regression data from Zhu et al.. Regression/Classification. Given a drug SMILES string, predict its toxicity properties. Task type varies by dataset: regression for continuous values (e.g., LD50, hERG inhibition percentage) or binary classification for toxic/non-toxic outcomes (e.g., AMES mutagenicity, cardiotoxicity, hepatotoxicity). Dataset: ld50_zhu. (1) The compound is CCOP(=S)(OCC)Oc1cc(C)c(SC)c(C)c1. The rat oral LD50 is 2.93, given as -log10 of the dose in mol/kg body weight (higher means more acutely toxic). (2) The compound is CNC(=O)Oc1cccc2ccoc12. The rat oral LD50 is 4.28, given as -log10 of the dose in mol/kg body weight (higher means more acutely toxic).